From a dataset of Forward reaction prediction with 1.9M reactions from USPTO patents (1976-2016). Predict the product of the given reaction. (1) Given the reactants Br[C:2]1[S:3][C:4]([C:8]([O:10][CH2:11][CH3:12])=[O:9])=[C:5]([Br:7])[N:6]=1.C[Sn](C)(C)[C:15]1[CH:20]=[CH:19][N:18]=[C:17]([NH:21][C:22](=[O:24])[CH3:23])[CH:16]=1.[Cl-].[Li+], predict the reaction product. The product is: [C:22]([NH:21][C:17]1[CH:16]=[C:15]([C:2]2[S:3][C:4]([C:8]([O:10][CH2:11][CH3:12])=[O:9])=[C:5]([Br:7])[N:6]=2)[CH:20]=[CH:19][N:18]=1)(=[O:24])[CH3:23]. (2) The product is: [NH:1]1[C:4]2[C:5](=[N:6][C:7]([NH:10][CH2:11][CH:12]3[CH2:17][CH2:16][N:15]([S:18]([CH2:21][CH2:22][C:23]4[CH:28]=[CH:27][CH:26]=[CH:25][CH:24]=4)(=[O:20])=[O:19])[CH2:14][CH2:13]3)=[CH:8][CH:9]=2)[N:29]=[CH:33]1. Given the reactants [N+:1]([C:4]1[C:5]([NH2:29])=[N:6][C:7]([NH:10][CH2:11][CH:12]2[CH2:17][CH2:16][N:15]([S:18]([CH2:21][CH2:22][C:23]3[CH:28]=[CH:27][CH:26]=[CH:25][CH:24]=3)(=[O:20])=[O:19])[CH2:14][CH2:13]2)=[CH:8][CH:9]=1)([O-])=O.[H][H].N[C:33]1C=CN=C(N)C=1N.Cl.[OH-].[Na+], predict the reaction product.